This data is from Full USPTO retrosynthesis dataset with 1.9M reactions from patents (1976-2016). The task is: Predict the reactants needed to synthesize the given product. (1) Given the product [F:1][C:2]1[CH:3]=[C:4]([NH:26][C:31]([CH:27]2[CH2:30][CH2:29][CH2:28]2)=[O:32])[CH:5]=[CH:6][C:7]=1[N:8]1[CH2:9][CH2:10][N:11]([CH:14]([C:21]2[O:22][CH:23]=[CH:24][N:25]=2)[C:15]2[CH:16]=[CH:17][CH:18]=[CH:19][CH:20]=2)[CH2:12][CH2:13]1, predict the reactants needed to synthesize it. The reactants are: [F:1][C:2]1[CH:3]=[C:4]([NH2:26])[CH:5]=[CH:6][C:7]=1[N:8]1[CH2:13][CH2:12][N:11]([CH:14]([C:21]2[O:22][CH:23]=[CH:24][N:25]=2)[C:15]2[CH:20]=[CH:19][CH:18]=[CH:17][CH:16]=2)[CH2:10][CH2:9]1.[CH:27]1([C:31](Cl)=[O:32])[CH2:30][CH2:29][CH2:28]1.CCN(C(C)C)C(C)C. (2) Given the product [CH3:13][C@@H:14]1[N:19]([C:2]2[N:6]([CH3:7])[N:5]=[CH:4][C:3]=2[N+:8]([O-:10])=[O:9])[CH2:18][CH2:17][N:16]([C:20]([O:22][C:23]([CH3:24])([CH3:26])[CH3:25])=[O:21])[CH2:15]1, predict the reactants needed to synthesize it. The reactants are: Cl[C:2]1[N:6]([CH3:7])[N:5]=[CH:4][C:3]=1[N+:8]([O-:10])=[O:9].[F-].[K+].[CH3:13][C@H:14]1[NH:19][CH2:18][CH2:17][N:16]([C:20]([O:22][C:23]([CH3:26])([CH3:25])[CH3:24])=[O:21])[CH2:15]1.